Dataset: NCI-60 drug combinations with 297,098 pairs across 59 cell lines. Task: Regression. Given two drug SMILES strings and cell line genomic features, predict the synergy score measuring deviation from expected non-interaction effect. (1) Drug 1: CC1C(C(=O)NC(C(=O)N2CCCC2C(=O)N(CC(=O)N(C(C(=O)O1)C(C)C)C)C)C(C)C)NC(=O)C3=C4C(=C(C=C3)C)OC5=C(C(=O)C(=C(C5=N4)C(=O)NC6C(OC(=O)C(N(C(=O)CN(C(=O)C7CCCN7C(=O)C(NC6=O)C(C)C)C)C)C(C)C)C)N)C. Drug 2: CCC1(CC2CC(C3=C(CCN(C2)C1)C4=CC=CC=C4N3)(C5=C(C=C6C(=C5)C78CCN9C7C(C=CC9)(C(C(C8N6C=O)(C(=O)OC)O)OC(=O)C)CC)OC)C(=O)OC)O.OS(=O)(=O)O. Cell line: BT-549. Synergy scores: CSS=14.5, Synergy_ZIP=-1.92, Synergy_Bliss=2.81, Synergy_Loewe=-4.93, Synergy_HSA=4.79. (2) Drug 1: CC=C1C(=O)NC(C(=O)OC2CC(=O)NC(C(=O)NC(CSSCCC=C2)C(=O)N1)C(C)C)C(C)C. Drug 2: B(C(CC(C)C)NC(=O)C(CC1=CC=CC=C1)NC(=O)C2=NC=CN=C2)(O)O. Cell line: U251. Synergy scores: CSS=68.4, Synergy_ZIP=0.898, Synergy_Bliss=-1.07, Synergy_Loewe=-8.06, Synergy_HSA=0.0109. (3) Drug 1: CC1=C(C(CCC1)(C)C)C=CC(=CC=CC(=CC(=O)O)C)C. Drug 2: C(CC(=O)O)C(=O)CN.Cl. Cell line: NCI-H322M. Synergy scores: CSS=12.5, Synergy_ZIP=-3.71, Synergy_Bliss=0.649, Synergy_Loewe=0.149, Synergy_HSA=-0.227. (4) Drug 1: CCCS(=O)(=O)NC1=C(C(=C(C=C1)F)C(=O)C2=CNC3=C2C=C(C=N3)C4=CC=C(C=C4)Cl)F. Drug 2: COC1=NC(=NC2=C1N=CN2C3C(C(C(O3)CO)O)O)N. Cell line: SF-539. Synergy scores: CSS=-2.35, Synergy_ZIP=-0.583, Synergy_Bliss=-3.63, Synergy_Loewe=-4.95, Synergy_HSA=-4.49. (5) Drug 1: CC1OCC2C(O1)C(C(C(O2)OC3C4COC(=O)C4C(C5=CC6=C(C=C35)OCO6)C7=CC(=C(C(=C7)OC)O)OC)O)O. Drug 2: CN(C)C1=NC(=NC(=N1)N(C)C)N(C)C. Cell line: RXF 393. Synergy scores: CSS=26.5, Synergy_ZIP=-3.93, Synergy_Bliss=2.29, Synergy_Loewe=-25.2, Synergy_HSA=-0.522.